Dataset: Experimentally validated miRNA-target interactions with 360,000+ pairs, plus equal number of negative samples. Task: Binary Classification. Given a miRNA mature sequence and a target amino acid sequence, predict their likelihood of interaction. (1) The miRNA is hsa-miR-627-5p with sequence GUGAGUCUCUAAGAAAAGAGGA. The protein sequence of the target gene is MRNAIIQGLFYGSLTFGIWTALLFIYLHHNHVSSWQKKSQEPLSAWSPGKKVHQQIIYGSEQIPKPHVIVKRTDEDKAKSMLGTDFNHTNPELHKELLKYGFNVIISRSLGIEREVPDTRSKMCLQKHYPARLPTASIVICFYNEECNALFQTMSSVTNLTPHYFLEEIILVDDMSKVDDLKEKLDYHLETFRGKVKIIRNKKREGLIRARLIGASHASGDVLVFLDSHCEVNRVWLEPLLHAIAKDPKMVVCPLIDVIDDRTLEYKPSPLVRGTFDWNLQFKWDNVFSYEMDGPEGSTK.... Result: 0 (no interaction). (2) The miRNA is hsa-miR-548ax with sequence AGAAGUAAUUGCGGUUUUGCCA. The protein sequence of the target gene is MIMYGGGGAGKDGGSTNHLSDGGVILKKGPWTAAEDEILAAYVRENGEGNWNAVQKNTGLARCGKSCRLRWANHLRPNLKKGSFTGDEERLIIQLHAQLGNKWARMAAQLPGRTDNEIKNYWNTRLKRLLRQGLPLYPPDIIPNHQLHPHPHHQQQQQHNHHHHHHQQQQQHQQMYFQPQSSQRNTPSSSPLPSPTPANAKSSSSFTFHTTTANLLHPLSPHTPNTPSQLSSTPPPPPLSSPLCSPRNNQYPTLPLFALPRSQINNNNNGNFTFPRPPPLLQPPSSLFAKRYNNANTPLN.... Result: 0 (no interaction). (3) The miRNA is hsa-miR-1236-3p with sequence CCUCUUCCCCUUGUCUCUCCAG. The protein sequence of the target gene is MNGTLDHPDQPDLDAIKMFVGQVPRTWSEKDLRELFEQYGAVYEINVLRDRSQNPPQSKGCCFVTFYTRKAALEAQNALHNMKVLPGMHHPIQMKPADSEKNNAVEDRKLFIGMISKKCTENDIRVMFSSFGQIEECRILRGPDGLSRGCAFVTFTTRAMAQTAIKAMHQAQTMEGCSSPMVVKFADTQKDKEQKRMAQQLQQQMQQISAASVWGNLAGLNTLGPQYLALYLQLLQQTASSGNLNTLSSLHPMGGLNAMQLQNLAALAAAASAAQNTPSGTNALTTSSSPLSVLTSSGSS.... Result: 1 (interaction). (4) The miRNA is hsa-miR-1199-3p with sequence UGCGGCCGGUGCUCAACCUGC. The protein sequence of the target gene is MDDPKKEDILLLADEKFDFDLSLSSSSANEDDEVFFGPFGHKERCIAASLELNNPVPEQPPLPTSESPFAWSPLAGEKFVEVYKEAHLLALHIESSSRNQAAQAAKPEDPRSQGVERFIQESKLKINLFEKEKEMKKSPTSLKRETYYLSDSPLLGPPVGEPRLLASSPALPSSGAQARLTRAPGPPHSAHALPRESCTAHAASQAATQRKPGTKLLLPRAASVRGRSIPGAAEKPKKEIPASPSRTKIPAEKESHRDVLPDKPAPGAVNVPAAGSHLGQGKRAIPVPNKLGLKKTLLKA.... Result: 0 (no interaction).